Dataset: Reaction yield outcomes from USPTO patents with 853,638 reactions. Task: Predict the reaction yield, written as a fraction of the theoretical maximum amount of product (1.0 means a 100% yield; for example, 0.34 means a 34% yield). The product is [F:34][C:2]1([F:1])[CH2:6][C@H:5]([CH2:7][CH2:8][C@@H:9]([OH:21])[C@@H:10]([CH3:20])[CH2:11][CH2:12][CH2:13][C:14]2[CH:19]=[CH:18][CH:17]=[CH:16][CH:15]=2)[N:4]([CH2:22][CH2:23][CH2:24][C:25]2[S:29][C:28]([C:30]([OH:32])=[O:31])=[CH:27][CH:26]=2)[C:3]1=[O:33]. The yield is 0.620. The reactants are [F:1][C:2]1([F:34])[CH2:6][C@H:5](/[CH:7]=[CH:8]/[C@@H:9]([OH:21])[C@@H:10]([CH3:20])[CH2:11][CH2:12][CH2:13][C:14]2[CH:19]=[CH:18][CH:17]=[CH:16][CH:15]=2)[N:4]([CH2:22][CH2:23][CH2:24][C:25]2[S:29][C:28]([C:30]([OH:32])=[O:31])=[CH:27][CH:26]=2)[C:3]1=[O:33].[H][H]. The catalyst is C(O)C.[Pd].